Dataset: Catalyst prediction with 721,799 reactions and 888 catalyst types from USPTO. Task: Predict which catalyst facilitates the given reaction. (1) Reactant: C(OC(=O)[NH:7][C:8]1[CH:13]=[C:12]([O:14][CH2:15][CH3:16])[C:11]([C:17]([F:20])([F:19])[F:18])=[CH:10][C:9]=1[NH:21][C:22](=[O:34])[CH2:23][C:24]([C:26]1[CH:31]=[CH:30][N:29]=[C:28]([C:32]#[N:33])[CH:27]=1)=O)(C)(C)C.C(O)(C(F)(F)F)=O. Product: [CH2:15]([O:14][C:12]1[C:11]([C:17]([F:20])([F:19])[F:18])=[CH:10][C:9]2[NH:21][C:22](=[O:34])[CH2:23][C:24]([C:26]3[CH:31]=[CH:30][N:29]=[C:28]([C:32]#[N:33])[CH:27]=3)=[N:7][C:8]=2[CH:13]=1)[CH3:16]. The catalyst class is: 2. (2) Reactant: [BH4-].[Na+].[CH2:3]([N:10]1[C@@H:15]2[C:16](=[O:18])[CH2:17][C@@:11]1([C:35]1[CH:40]=[CH:39][CH:38]=[CH:37][CH:36]=1)[C@H:12]([O:19][CH2:20][C:21]1[CH:26]=[C:25]([C:27]([F:30])([F:29])[F:28])[CH:24]=[C:23]([C:31]([F:34])([F:33])[F:32])[CH:22]=1)[CH2:13][CH2:14]2)[C:4]1[CH:9]=[CH:8][CH:7]=[CH:6][CH:5]=1. Product: [CH2:3]([N:10]1[C@@H:15]2[C@@H:16]([OH:18])[CH2:17][C@@:11]1([C:35]1[CH:40]=[CH:39][CH:38]=[CH:37][CH:36]=1)[C@H:12]([O:19][CH2:20][C:21]1[CH:26]=[C:25]([C:27]([F:29])([F:30])[F:28])[CH:24]=[C:23]([C:31]([F:32])([F:33])[F:34])[CH:22]=1)[CH2:13][CH2:14]2)[C:4]1[CH:9]=[CH:8][CH:7]=[CH:6][CH:5]=1. The catalyst class is: 5. (3) Reactant: C([O:7][CH2:8][C@@H:9]([O:43][C:44]([CH3:47])([CH3:46])[CH3:45])[C:10]1[C:34]([CH3:35])=[CH:33][C:13]2[N:14]=[C:15]([C:17]3[CH:22]=[CH:21][CH:20]=[C:19]([C:23]4[CH:24]=[C:25]5[C:29](=[CH:30][CH:31]=4)[N:28]([CH3:32])[N:27]=[CH:26]5)[CH:18]=3)[S:16][C:12]=2[C:11]=1[C:36]1[CH:41]=[CH:40][C:39]([Cl:42])=[CH:38][CH:37]=1)(=O)C(C)(C)C.[OH-].[Na+].CCOC(C)=O. Product: [C:44]([O:43][C@@H:9]([C:10]1[C:34]([CH3:35])=[CH:33][C:13]2[N:14]=[C:15]([C:17]3[CH:22]=[CH:21][CH:20]=[C:19]([C:23]4[CH:24]=[C:25]5[C:29](=[CH:30][CH:31]=4)[N:28]([CH3:32])[N:27]=[CH:26]5)[CH:18]=3)[S:16][C:12]=2[C:11]=1[C:36]1[CH:37]=[CH:38][C:39]([Cl:42])=[CH:40][CH:41]=1)[CH2:8][OH:7])([CH3:47])([CH3:45])[CH3:46]. The catalyst class is: 36. (4) Reactant: [N:1]1[CH:6]=[CH:5][CH:4]=[CH:3][C:2]=1[C:7]1[O:8][C:9]2[CH2:14][CH2:13][N:12](C(OCC3C=CC=CC=3)=O)[CH2:11][C:10]=2[N:25]=1. Product: [N:1]1[CH:6]=[CH:5][CH:4]=[CH:3][C:2]=1[C:7]1[O:8][C:9]2[CH2:14][CH2:13][NH:12][CH2:11][C:10]=2[N:25]=1. The catalyst class is: 105. (5) The catalyst class is: 860. Product: [CH2:8]([C:7]1=[CH:6][N:5]([C:1]([CH3:2])([CH3:3])[CH3:4])[S:22]/[C:21]/1=[N:20]\[C:18](=[O:19])[C:17]1[CH:23]=[C:13]([Cl:12])[CH:14]=[CH:15][C:16]=1[O:24][CH3:25])[CH2:9][CH2:10][CH3:11]. Reactant: [C:1]([N:5]=[CH:6][CH2:7][CH2:8][CH2:9][CH2:10][CH3:11])([CH3:4])([CH3:3])[CH3:2].[Cl:12][C:13]1[CH:14]=[CH:15][C:16]([O:24][CH3:25])=[C:17]([CH:23]=1)[C:18]([N:20]=[C:21]=[S:22])=[O:19].II.CO.